Dataset: Forward reaction prediction with 1.9M reactions from USPTO patents (1976-2016). Task: Predict the product of the given reaction. (1) Given the reactants [CH2:1]([Li])[CH2:2][CH2:3][CH3:4].C(N[CH:10]([CH3:12])[CH3:11])(C)C.[CH2:13]([O:15][P:16]([C:21]1[C:25]([P:26]([O:31][CH2:32][CH3:33])([O:28][CH2:29][CH3:30])=[O:27])=[CH:24][S:23][CH:22]=1)([O:18][CH2:19][CH3:20])=[O:17])[CH3:14].[CH2:34]([Sn:38](Cl)([CH2:43][CH2:44][CH2:45][CH3:46])[CH2:39][CH2:40][CH2:41][CH3:42])[CH2:35][CH2:36][CH3:37].P([O-])([O-])(O)=O.[Na+].[Na+].P([O-])(O)(O)=O.[Na+], predict the reaction product. The product is: [CH2:1]([Sn:38]([CH2:39][CH2:12][CH2:10][CH3:11])([CH2:34][CH2:35][CH2:36][CH3:37])[C:24]1[S:23][C:22]([Sn:38]([CH2:43][CH2:44][CH2:45][CH3:46])([CH2:39][CH2:40][CH2:41][CH3:42])[CH2:34][CH2:35][CH2:36][CH3:37])=[C:21]([P:16]([O:18][CH2:19][CH3:20])([O:15][CH2:13][CH3:14])=[O:17])[C:25]=1[P:26]([O:28][CH2:29][CH3:30])([O:31][CH2:32][CH3:33])=[O:27])[CH2:2][CH2:3][CH3:4]. (2) The product is: [CH3:1][N:2]1[C@H:18]2[CH2:19][C:7]3[CH:8]=[CH:9][C:10]([OH:22])=[C:11]4[O:12][C@H:13]5[C:14]([CH:15]=[CH:16][C@:17]2([OH:25])[C@:5]5([C:6]=34)[CH2:4][CH2:3]1)=[O:20]. Given the reactants [CH3:1][N:2]1[C@@H:18]2[CH2:19][C:7]3[CH:8]=[CH:9][C:10]([OH:22])=[C:11]4[O:12][C@H:13]5[C:14]([O:20]C)=[CH:15][CH:16]=[C:17]2[C@:5]5([C:6]=34)[CH2:4][CH2:3]1.C(OO)(=[O:25])C, predict the reaction product. (3) Given the reactants [CH3:1][NH:2][C:3]([C:5]1[C:13]2[C:8](=[N:9][C:10]([N:15]([S:17]([CH3:20])(=[O:19])=[O:18])[CH3:16])=[C:11](I)[CH:12]=2)[O:7][C:6]=1[C:21]1[CH:26]=[CH:25][C:24]([F:27])=[CH:23][CH:22]=1)=[O:4].[C:28](#[N:31])[CH:29]=[CH2:30].C(N(CC)CC)C, predict the reaction product. The product is: [C:28](/[CH:29]=[CH:30]/[C:11]1[CH:12]=[C:13]2[C:5]([C:3]([NH:2][CH3:1])=[O:4])=[C:6]([C:21]3[CH:26]=[CH:25][C:24]([F:27])=[CH:23][CH:22]=3)[O:7][C:8]2=[N:9][C:10]=1[N:15]([CH3:16])[S:17]([CH3:20])(=[O:19])=[O:18])#[N:31]. (4) The product is: [CH:22]([C:6]1[N:2]([CH3:1])[N:3]=[CH:4][C:5]=1[NH:7][C:8](=[O:14])[O:9][C:10]([CH3:11])([CH3:13])[CH3:12])=[O:23]. Given the reactants [CH3:1][N:2]1[CH:6]=[C:5]([NH:7][C:8](=[O:14])[O:9][C:10]([CH3:13])([CH3:12])[CH3:11])[CH:4]=[N:3]1.C([Li])CCC.CN(C)[CH:22]=[O:23].S([O-])(O)(=O)=O.[K+], predict the reaction product.